From a dataset of Reaction yield outcomes from USPTO patents with 853,638 reactions. Predict the reaction yield, written as a fraction of the theoretical maximum amount of product (1.0 means a 100% yield; for example, 0.34 means a 34% yield). (1) The reactants are [CH:1]([C:3]1[CH:18]=[CH:17][C:6]([O:7][C:8]2[CH:16]=[CH:15][C:11]([C:12]([NH2:14])=[O:13])=[CH:10][N:9]=2)=[C:5]([O:19][CH3:20])[CH:4]=1)=O.[CH2:21]([NH2:27])[CH2:22][CH2:23][CH2:24][CH2:25][CH3:26]. No catalyst specified. The product is [CH2:21]([NH:27][CH2:1][C:3]1[CH:18]=[CH:17][C:6]([O:7][C:8]2[CH:16]=[CH:15][C:11]([C:12]([NH2:14])=[O:13])=[CH:10][N:9]=2)=[C:5]([O:19][CH3:20])[CH:4]=1)[CH2:22][CH2:23][CH2:24][CH2:25][CH3:26]. The yield is 0.730. (2) The reactants are [C:1]1([C:24]2[CH:29]=[CH:28][CH:27]=[CH:26][CH:25]=2)[CH:6]=[CH:5][C:4]([CH2:7][CH:8]([N:15]2[C:19]3[CH:20]=[CH:21][CH:22]=[CH:23][C:18]=3[N:17]=[N:16]2)[C:9]2[CH:14]=[CH:13][CH:12]=[CH:11][CH:10]=2)=[CH:3][CH:2]=1.C([Li])CCC.Br[CH2:36][C:37]1[CH:42]=[CH:41][C:40]([B:43]2[O:47][C:46]([CH3:49])([CH3:48])[C:45]([CH3:51])([CH3:50])[O:44]2)=[CH:39][CH:38]=1. The catalyst is O1CCCC1. The product is [C:1]1([C:24]2[CH:25]=[CH:26][CH:27]=[CH:28][CH:29]=2)[CH:2]=[CH:3][C:4]([CH2:7][C:8]([N:15]2[C:19]3[CH:20]=[CH:21][CH:22]=[CH:23][C:18]=3[N:17]=[N:16]2)([C:9]2[CH:10]=[CH:11][CH:12]=[CH:13][CH:14]=2)[CH2:36][C:37]2[CH:38]=[CH:39][C:40]([B:43]3[O:44][C:45]([CH3:51])([CH3:50])[C:46]([CH3:49])([CH3:48])[O:47]3)=[CH:41][CH:42]=2)=[CH:5][CH:6]=1. The yield is 0.500. (3) The reactants are C(=O)([O-])OCC[CH2:5]/[C:6](/[CH3:16])=[CH:7]/[C:8]1[CH:13]=[CH:12][CH:11]=[C:10]([C:14]#[N:15])[CH:9]=1.[C:19]([O:23][C:24]([N:26]1[CH2:31][CH2:30][CH:29]([O:32][C:33]2[CH:38]=[CH:37][C:36]([NH:39][S:40]([CH2:43][CH3:44])(=[O:42])=[O:41])=[CH:35][CH:34]=2)[CH2:28][CH2:27]1)=[O:25])([CH3:22])([CH3:21])[CH3:20].C1(P(C2C=CC=CC=2)C2C=CC=CC=2)C=CC=CC=1. The catalyst is O1CCCC1. The product is [C:19]([O:23][C:24]([N:26]1[CH2:31][CH2:30][CH:29]([O:32][C:33]2[CH:34]=[CH:35][C:36]([N:39]([CH2:5]/[C:6](/[CH3:16])=[CH:7]/[C:8]3[CH:13]=[CH:12][CH:11]=[C:10]([C:14]#[N:15])[CH:9]=3)[S:40]([CH2:43][CH3:44])(=[O:42])=[O:41])=[CH:37][CH:38]=2)[CH2:28][CH2:27]1)=[O:25])([CH3:22])([CH3:21])[CH3:20]. The yield is 0.360.